This data is from NCI-60 drug combinations with 297,098 pairs across 59 cell lines. The task is: Regression. Given two drug SMILES strings and cell line genomic features, predict the synergy score measuring deviation from expected non-interaction effect. Drug 1: CC12CCC(CC1=CCC3C2CCC4(C3CC=C4C5=CN=CC=C5)C)O. Drug 2: CC1OCC2C(O1)C(C(C(O2)OC3C4COC(=O)C4C(C5=CC6=C(C=C35)OCO6)C7=CC(=C(C(=C7)OC)O)OC)O)O. Cell line: HL-60(TB). Synergy scores: CSS=32.5, Synergy_ZIP=6.19, Synergy_Bliss=-0.142, Synergy_Loewe=-27.1, Synergy_HSA=-2.45.